This data is from Full USPTO retrosynthesis dataset with 1.9M reactions from patents (1976-2016). The task is: Predict the reactants needed to synthesize the given product. (1) Given the product [Cl:30][C:27]1[CH:28]=[CH:29][C:24]([NH:23][C:21](=[O:22])[C:20]([NH:19][C@H:9]2[CH2:10][CH2:11][C@H:12]([C:14]([N:16]([CH3:18])[CH3:17])=[O:15])[CH2:13][C@H:8]2[NH:7][C:6]([C:47]2[S:48][C:42]3[CH2:41][N:40]([CH3:39])[CH2:45][CH2:44][C:43]=3[N:46]=2)=[O:5])=[O:31])=[N:25][CH:26]=1, predict the reactants needed to synthesize it. The reactants are: C([O:5][C:6](=O)[NH:7][C@@H:8]1[CH2:13][C@@H:12]([C:14]([N:16]([CH3:18])[CH3:17])=[O:15])[CH2:11][CH2:10][C@@H:9]1[NH:19][C:20](=[O:31])[C:21]([NH:23][C:24]1[CH:29]=[CH:28][C:27]([Cl:30])=[CH:26][N:25]=1)=[O:22])(C)(C)C.CS(O)(=O)=O.Cl.[CH3:39][N:40]1[CH2:45][CH2:44][C:43]2[N:46]=[C:47](C(O)=O)[S:48][C:42]=2[CH2:41]1. (2) The reactants are: [H-].[Na+].[CH3:3][O:4][C:5]1[CH:6]=[C:7]2[C:11](=[CH:12][CH:13]=1)[C:10](=O)[CH2:9][CH2:8]2.[C:15]([O:18][CH2:19][CH3:20])(=[O:17])[CH3:16]. Given the product [CH3:3][O:4][C:5]1[CH:6]=[C:7]2[C:11](=[CH:12][CH:13]=1)[CH:10]([CH2:16][C:15]([O:18][CH2:19][CH3:20])=[O:17])[CH2:9][CH2:8]2, predict the reactants needed to synthesize it.